This data is from Catalyst prediction with 721,799 reactions and 888 catalyst types from USPTO. The task is: Predict which catalyst facilitates the given reaction. (1) Reactant: [NH2:1][C:2]1[C:3]([C:19]([OH:21])=O)=[N:4][C:5]([C:8]2[CH2:9][CH2:10][N:11]([S:14]([CH2:17][CH3:18])(=[O:16])=[O:15])[CH2:12][CH:13]=2)=[CH:6][N:7]=1.C1N=CN(C(N2C=NC=C2)=O)C=1.C(N(CC)CC)C.[CH3:41][C:42]1[CH:47]=[C:46]([NH2:48])[CH:45]=[CH:44][N:43]=1. Product: [NH2:1][C:2]1[C:3]([C:19]([NH:48][C:46]2[CH:45]=[CH:44][N:43]=[C:42]([CH3:41])[CH:47]=2)=[O:21])=[N:4][C:5]([C:8]2[CH2:9][CH2:10][N:11]([S:14]([CH2:17][CH3:18])(=[O:15])=[O:16])[CH2:12][CH:13]=2)=[CH:6][N:7]=1. The catalyst class is: 142. (2) Reactant: [F:1][C:2]1[CH:3]=[C:4]([NH:15][C:16]2[N:21]=[C:20]([NH:22][C:23]3[CH:24]=[C:25]([CH2:29][C:30]#[N:31])[CH:26]=[CH:27][CH:28]=3)[CH:19]=[CH:18][N:17]=2)[CH:5]=[CH:6][C:7]=1[N:8]1[CH2:13][CH2:12][N:11]([CH3:14])[CH2:10][CH2:9]1.[C:32]1([S:38]([OH:41])(=[O:40])=[O:39])[CH:37]=[CH:36][CH:35]=[CH:34][CH:33]=1. Product: [C:32]1([S:38]([OH:41])(=[O:40])=[O:39])[CH:37]=[CH:36][CH:35]=[CH:34][CH:33]=1.[F:1][C:2]1[CH:3]=[C:4]([NH:15][C:16]2[N:21]=[C:20]([NH:22][C:23]3[CH:24]=[C:25]([CH2:29][C:30]#[N:31])[CH:26]=[CH:27][CH:28]=3)[CH:19]=[CH:18][N:17]=2)[CH:5]=[CH:6][C:7]=1[N:8]1[CH2:13][CH2:12][N:11]([CH3:14])[CH2:10][CH2:9]1. The catalyst class is: 8. (3) Reactant: [H-].[Na+].[Cl:3][C:4]1[CH:5]=[C:6]([CH:17]=[C:18]([Cl:20])[CH:19]=1)[O:7][C:8]1[C:9]([CH2:15][CH3:16])=[N:10][NH:11][C:12]=1[CH2:13][CH3:14].[H][H].Cl[CH2:24][C:25](=[O:32])[CH2:26][C:27]([O:29][CH2:30][CH3:31])=[O:28]. Product: [Cl:3][C:4]1[CH:5]=[C:6]([CH:17]=[C:18]([Cl:20])[CH:19]=1)[O:7][C:8]1[C:12]([CH2:13][CH3:14])=[N:11][N:10]([CH2:24][C:25](=[O:32])[CH2:26][C:27]([O:29][CH2:30][CH3:31])=[O:28])[C:9]=1[CH2:15][CH3:16]. The catalyst class is: 9. (4) Reactant: [NH:1]1[C:9]2[C:4](=[CH:5][CH:6]=[CH:7][CH:8]=2)[C:3]([CH:10]([CH3:14])[CH2:11][CH:12]=[O:13])=[CH:2]1.CC(=CC)C.[O-:20]Cl=O.[Na+]. Product: [NH:1]1[C:9]2[C:4](=[CH:5][CH:6]=[CH:7][CH:8]=2)[C:3]([CH:10]([CH3:14])[CH2:11][C:12]([OH:20])=[O:13])=[CH:2]1. The catalyst class is: 107. (5) Reactant: [CH2:1]([C:4]1[C:9]2[N:10]=[C:11]([C:23]3[CH:28]=[CH:27][N:26]=[CH:25][CH:24]=3)[N:12]=[C:13]([N:14]3[CH2:19][CH2:18][N:17](C(O)=O)[CH2:16][CH2:15]3)[C:8]=2[CH:7]=[CH:6][N:5]=1)[CH2:2][CH3:3].Cl. Product: [N:14]1([C:13]2[C:8]3[CH:7]=[CH:6][N:5]=[C:4]([CH2:1][CH2:2][CH3:3])[C:9]=3[N:10]=[C:11]([C:23]3[CH:24]=[CH:25][N:26]=[CH:27][CH:28]=3)[N:12]=2)[CH2:15][CH2:16][NH:17][CH2:18][CH2:19]1. The catalyst class is: 2. (6) Reactant: [O:1]1[CH2:6][CH2:5][CH:4]=[C:3]([C:7]2[C:8]([F:13])=[N:9][CH:10]=[CH:11][CH:12]=2)[CH2:2]1. Product: [F:13][C:8]1[C:7]([CH:3]2[CH2:4][CH2:5][CH2:6][O:1][CH2:2]2)=[CH:12][CH:11]=[CH:10][N:9]=1. The catalyst class is: 123.